Task: Predict the reactants needed to synthesize the given product.. Dataset: Full USPTO retrosynthesis dataset with 1.9M reactions from patents (1976-2016) (1) Given the product [Cl:1][C:2]1[C:3]([N:10]2[CH2:11][CH2:12][C:13]3([C:19]4[CH:20]=[CH:21][CH:22]=[CH:23][C:18]=4[O:17][C:16]3=[O:24])[CH2:14][CH2:15]2)=[CH:4][N:5]=[N:6][C:7]=1[NH:8][NH:9][C:34](=[O:35])[CH2:33][CH:30]1[CH2:32][CH2:31]1, predict the reactants needed to synthesize it. The reactants are: [Cl:1][C:2]1[C:3]([N:10]2[CH2:15][CH2:14][C:13]3([C:19]4[CH:20]=[CH:21][CH:22]=[CH:23][C:18]=4[O:17][C:16]3=[O:24])[CH2:12][CH2:11]2)=[CH:4][N:5]=[N:6][C:7]=1[NH:8][NH2:9].C(=O)(O)[O-].[Na+].[CH:30]1([CH2:33][C:34](Cl)=[O:35])[CH2:32][CH2:31]1. (2) Given the product [CH3:21][O:7][C:6]([C@@:4]1([C:9]2[CH:14]=[CH:13][C:12]([Cl:15])=[C:11]([Cl:16])[CH:10]=2)[CH2:5][C@H:3]1[CH2:2][Br:1])=[O:8], predict the reactants needed to synthesize it. The reactants are: [Br:1][CH2:2][C@@H:3]1[CH2:5][C@:4]1([C:9]1[CH:14]=[CH:13][C:12]([Cl:15])=[C:11]([Cl:16])[CH:10]=1)[C:6]([OH:8])=[O:7].S(Cl)(Cl)=O.[CH3:21]O. (3) Given the product [N:30]1[CH:31]=[CH:32][CH:33]=[C:28]([N:24]2[C:25]3[C:21](=[CH:20][C:19]([O:18][C:15]4[N:14]=[CH:13][C:12]([N:11]5[C:5]6([C:6](=[O:7])[NH:71][C:39](=[O:42])[NH:40][C:4]6=[O:34])[CH2:61][CH2:68][CH2:69]5)=[CH:17][CH:16]=4)=[CH:27][CH:26]=3)[CH:22]=[N:23]2)[CH:29]=1, predict the reactants needed to synthesize it. The reactants are: C(O[C:4](=[O:34])[CH:5]([NH:11][C:12]1[CH:13]=[N:14][C:15]([O:18][C:19]2[CH:20]=[C:21]3[C:25](=[CH:26][CH:27]=2)[N:24]([C:28]2[CH:29]=[N:30][CH:31]=[CH:32][CH:33]=2)[N:23]=[CH:22]3)=[CH:16][CH:17]=1)[C:6](OCC)=[O:7])C.NC1C=C[C:39]([O:42]C2C=C3C(=CC=2)N(C2C=NC=CC=2)N=C3)=[N:40]C=1.BrCC[C:61]([CH2:68][CH3:69])(C([O-])=O)C([O-])=O.C[N:71](C)C1C=CC=CC=1. (4) Given the product [C:4]([O:3][C:1]([N:8]1[CH2:13][CH2:12][CH:11]([O:14][C:15]2[CH:20]=[CH:19][C:18]([CH:30]3[CH2:32][CH2:31]3)=[CH:17][CH:16]=2)[CH2:10][CH2:9]1)=[O:2])([CH3:7])([CH3:6])[CH3:5], predict the reactants needed to synthesize it. The reactants are: [C:1]([N:8]1[CH2:13][CH2:12][CH:11]([O:14][C:15]2[CH:20]=[CH:19][C:18](Br)=[CH:17][CH:16]=2)[CH2:10][CH2:9]1)([O:3][C:4]([CH3:7])([CH3:6])[CH3:5])=[O:2].P([O-])([O-])([O-])=O.[K+].[K+].[K+].[CH:30]1(B(O)O)[CH2:32][CH2:31]1.C1(C)C=CC=CC=1. (5) Given the product [F:33][C:23]1[CH:22]=[C:21]([CH:26]=[C:25]([C:27]2[CH:32]=[CH:31][N:30]=[CH:29][CH:28]=2)[CH:24]=1)/[CH:20]=[CH:19]/[C:16]1[CH:15]=[CH:14][C:13]([N:10]2[CH2:9][CH2:8][N:7]([S:4]([CH:1]([CH3:3])[CH3:2])(=[O:6])=[O:5])[CH2:12][CH2:11]2)=[CH:18][CH:17]=1, predict the reactants needed to synthesize it. The reactants are: [CH:1]1([S:4]([N:7]2[CH2:12][CH2:11][N:10]([C:13]3[CH:18]=[CH:17][C:16](/[CH:19]=[CH:20]/[C:21]4[CH:26]=[C:25]([C:27]5[CH:32]=[CH:31][N:30]=[CH:29][CH:28]=5)[CH:24]=[C:23]([F:33])[CH:22]=4)=[CH:15][CH:14]=3)[CH2:9][CH2:8]2)(=[O:6])=[O:5])[CH2:3][CH2:2]1.C(S(Cl)(=O)=O)(C)C.